Dataset: Reaction yield outcomes from USPTO patents with 853,638 reactions. Task: Predict the reaction yield, written as a fraction of the theoretical maximum amount of product (1.0 means a 100% yield; for example, 0.34 means a 34% yield). (1) The reactants are [Cl:1][C:2]1[CH:10]=[CH:9][C:5]([C:6](O)=[O:7])=[C:4]([NH:11][S:12]([C:15]2[CH:20]=[CH:19][C:18]([Cl:21])=[C:17]([C:22]([F:25])([F:24])[F:23])[CH:16]=2)(=[O:14])=[O:13])[CH:3]=1.C(=O)=O.Cl.[CH3:30][NH:31][O:32][CH3:33].O. The catalyst is C1COCC1.CCOC(C)=O. The product is [Cl:1][C:2]1[CH:10]=[CH:9][C:5]([C:6]([N:31]([O:32][CH3:33])[CH3:30])=[O:7])=[C:4]([NH:11][S:12]([C:15]2[CH:20]=[CH:19][C:18]([Cl:21])=[C:17]([C:22]([F:24])([F:25])[F:23])[CH:16]=2)(=[O:14])=[O:13])[CH:3]=1. The yield is 0.730. (2) The yield is 0.500. No catalyst specified. The reactants are [Cl:1][C:2]1[C:3]([O:13][C@H:14]2[CH2:19][CH2:18][C@@H:17]([CH2:20][CH3:21])[CH2:16][CH2:15]2)=[CH:4][CH:5]=[C:6]2[C:11]=1[CH:10]=[N:9][C:8]([CH3:12])=[CH:7]2.C1([O:28]C2C=CC=CC=2)C=CC=CC=1. The product is [Cl:1][C:2]1[C:3]([O:13][C@H:14]2[CH2:19][CH2:18][C@@H:17]([CH2:20][CH3:21])[CH2:16][CH2:15]2)=[CH:4][CH:5]=[C:6]2[C:11]=1[CH:10]=[N:9][C:8]([CH:12]=[O:28])=[CH:7]2.